From a dataset of NCI-60 drug combinations with 297,098 pairs across 59 cell lines. Regression. Given two drug SMILES strings and cell line genomic features, predict the synergy score measuring deviation from expected non-interaction effect. (1) Drug 1: CCC1=CC2CC(C3=C(CN(C2)C1)C4=CC=CC=C4N3)(C5=C(C=C6C(=C5)C78CCN9C7C(C=CC9)(C(C(C8N6C)(C(=O)OC)O)OC(=O)C)CC)OC)C(=O)OC.C(C(C(=O)O)O)(C(=O)O)O. Drug 2: C1=CC=C(C(=C1)C(C2=CC=C(C=C2)Cl)C(Cl)Cl)Cl. Cell line: SK-MEL-28. Synergy scores: CSS=41.1, Synergy_ZIP=5.02, Synergy_Bliss=5.36, Synergy_Loewe=-30.7, Synergy_HSA=5.36. (2) Drug 1: CCC1(CC2CC(C3=C(CCN(C2)C1)C4=CC=CC=C4N3)(C5=C(C=C6C(=C5)C78CCN9C7C(C=CC9)(C(C(C8N6C)(C(=O)OC)O)OC(=O)C)CC)OC)C(=O)OC)O.OS(=O)(=O)O. Drug 2: CC(C)(C#N)C1=CC(=CC(=C1)CN2C=NC=N2)C(C)(C)C#N. Cell line: MCF7. Synergy scores: CSS=4.81, Synergy_ZIP=-2.87, Synergy_Bliss=-2.20, Synergy_Loewe=-0.531, Synergy_HSA=0.146.